This data is from Reaction yield outcomes from USPTO patents with 853,638 reactions. The task is: Predict the reaction yield, written as a fraction of the theoretical maximum amount of product (1.0 means a 100% yield; for example, 0.34 means a 34% yield). (1) The reactants are [CH3:1][N:2]1[C@@H:6]([CH2:7][C:8]2[C:12]3[CH:13]=[C:14]([CH2:17][CH2:18][S:19]([C:22]4[CH:23]=[CH:24][CH:25]=[CH:26][CH:27]=4)(=[O:21])=[O:20])[CH:15]=[CH:16][C:11]=3[NH:10][CH:9]=2)[CH2:5][CH2:4][CH2:3]1.[C:28]1([CH3:38])[CH:33]=[CH:32][C:31]([S:34]([OH:37])(=[O:36])=[O:35])=[CH:30][CH:29]=1. The catalyst is CC(C)=O. The product is [CH3:1][N:2]1[C@@H:6]([CH2:7][C:8]2[C:12]3[CH:13]=[C:14]([CH2:17][CH2:18][S:19]([C:22]4[CH:27]=[CH:26][CH:25]=[CH:24][CH:23]=4)(=[O:20])=[O:21])[CH:15]=[CH:16][C:11]=3[NH:10][CH:9]=2)[CH2:5][CH2:4][CH2:3]1.[CH3:38][C:28]1[CH:33]=[CH:32][C:31]([S:34]([OH:37])(=[O:36])=[O:35])=[CH:30][CH:29]=1. The yield is 0.600. (2) The reactants are [Br:1][CH2:2][CH2:3][CH3:4].[Mg].I[C:7]1[CH:12]=[CH:11][C:10](Br)=[CH:9][CH:8]=1. The catalyst is O1CCCC1.C1C=CC=CC=1.O.[Pd].C1(P(C2C=CC=CC=2)C2C=CC=CC=2)C=CC=CC=1.C1(P(C2C=CC=CC=2)C2C=CC=CC=2)C=CC=CC=1.C1(P(C2C=CC=CC=2)C2C=CC=CC=2)C=CC=CC=1.C1(P(C2C=CC=CC=2)C2C=CC=CC=2)C=CC=CC=1. The product is [Br:1][C:2]1[CH:12]=[CH:7][C:8]([CH2:9][CH2:10][CH3:11])=[CH:4][CH:3]=1. The yield is 0.800. (3) The reactants are O.[OH-].[Na+].[CH3:4][C:5]1[CH:12]=[CH:11][C:8]([CH:9]=O)=[CH:7][CH:6]=1.Cl.[CH3:14][C:15]([CH3:17])=[O:16]. No catalyst specified. The product is [CH3:4][C:5]1[CH:12]=[CH:11][C:8]([CH:9]=[CH:14][C:15](=[O:16])[CH3:17])=[CH:7][CH:6]=1. The yield is 0.456. (4) The reactants are [NH3:1].Cl[C:3]1[C:4]2[N:5]([C:9]([CH:18]3[CH2:21][CH2:20][CH2:19]3)=[N:10][C:11]=2[C:12]2[CH:17]=[CH:16][CH:15]=[CH:14][CH:13]=2)[CH:6]=[CH:7][N:8]=1. The catalyst is N.CC(O)C. The product is [CH:18]1([C:9]2[N:5]3[CH:6]=[CH:7][N:8]=[C:3]([NH2:1])[C:4]3=[C:11]([C:12]3[CH:17]=[CH:16][CH:15]=[CH:14][CH:13]=3)[N:10]=2)[CH2:21][CH2:20][CH2:19]1. The yield is 0.700.